Predict the product of the given reaction. From a dataset of Forward reaction prediction with 1.9M reactions from USPTO patents (1976-2016). Given the reactants [C:1]([C:4]1[CH:5]=[N:6][C:7]2[C:12]([C:13]=1[N:14]1[CH2:19][CH2:18][N:17](C(OC(C)(C)C)=O)[CH2:16][CH2:15]1)=[CH:11][C:10]([Cl:27])=[C:9]([C:28]1[C:33]([O:34][CH3:35])=[CH:32][CH:31]=[CH:30][C:29]=1[F:36])[C:8]=2[F:37])(=[O:3])[NH2:2].Cl, predict the reaction product. The product is: [ClH:27].[Cl:27][C:10]1[CH:11]=[C:12]2[C:7](=[C:8]([F:37])[C:9]=1[C:28]1[C:33]([O:34][CH3:35])=[CH:32][CH:31]=[CH:30][C:29]=1[F:36])[N:6]=[CH:5][C:4]([C:1]([NH2:2])=[O:3])=[C:13]2[N:14]1[CH2:19][CH2:18][NH:17][CH2:16][CH2:15]1.